From a dataset of Full USPTO retrosynthesis dataset with 1.9M reactions from patents (1976-2016). Predict the reactants needed to synthesize the given product. (1) Given the product [CH2:7]([C:8]1[CH:9]=[CH:10][C:15]([O:18][CH3:19])=[N:16][CH:17]=1)[CH3:6], predict the reactants needed to synthesize it. The reactants are: C([Li])(C)(C)C.[CH3:6][CH2:7][CH2:8][CH2:9][CH3:10].BrC1C=C[C:15]([O:18][CH3:19])=[N:16][CH:17]=1.C(I)C. (2) Given the product [C:16]([Si:13]([CH3:15])([CH3:14])[O:12][CH2:11][CH2:10][N:6]1[CH:7]=[C:2]([I:1])[CH:3]=[CH:4][C:5]1=[O:8])([CH3:19])([CH3:18])[CH3:17], predict the reactants needed to synthesize it. The reactants are: [I:1][C:2]1[CH:3]=[CH:4][C:5](=[O:8])[NH:6][CH:7]=1.Br[CH2:10][CH2:11][O:12][Si:13]([C:16]([CH3:19])([CH3:18])[CH3:17])([CH3:15])[CH3:14]. (3) Given the product [Cl:1][C:2]1[CH:23]=[CH:22][CH:21]=[C:20]([Cl:24])[C:3]=1[C:4]([NH:6][C:7]1[C:8]([CH:18]=[O:19])=[N:9][N:10]([CH:12]2[CH2:17][CH2:16][CH2:15][CH2:14][O:13]2)[CH:11]=1)=[O:5], predict the reactants needed to synthesize it. The reactants are: [Cl:1][C:2]1[CH:23]=[CH:22][CH:21]=[C:20]([Cl:24])[C:3]=1[C:4]([NH:6][C:7]1[C:8]([CH2:18][OH:19])=[N:9][N:10]([CH:12]2[CH2:17][CH2:16][CH2:15][CH2:14][O:13]2)[CH:11]=1)=[O:5]. (4) Given the product [Cl:31][C:20]1[N:19]=[C:18]2[N:14]([CH:11]3[CH2:12][CH2:13][NH:8][CH2:9][CH2:10]3)[N:15]=[CH:16][C:17]2=[C:22]([N:23]2[CH2:24][C@@H:25]([CH3:30])[O:26][C@@H:27]([CH3:29])[CH2:28]2)[N:21]=1, predict the reactants needed to synthesize it. The reactants are: C([N:8]1[CH2:13][CH2:12][CH:11]([N:14]2[C:18]3=[N:19][C:20]([Cl:31])=[N:21][C:22]([N:23]4[CH2:28][C@@H:27]([CH3:29])[O:26][C@@H:25]([CH3:30])[CH2:24]4)=[C:17]3[CH:16]=[N:15]2)[CH2:10][CH2:9]1)C1C=CC=CC=1.CC(Cl)OC(Cl)=O.C(=O)([O-])[O-].[K+].[K+]. (5) Given the product [N:1]1([CH:6]2[C:15]3[C:10](=[CH:11][CH:12]=[CH:13][CH:14]=3)[C:9](=[O:16])[N:8]([CH3:21])[C:7]2([CH3:18])[CH3:17])[CH:5]=[CH:4][N:3]=[CH:2]1, predict the reactants needed to synthesize it. The reactants are: [N:1]1([CH:6]2[C:15]3[C:10](=[CH:11][CH:12]=[CH:13][CH:14]=3)[C:9](=[O:16])[NH:8][C:7]2([CH3:18])[CH3:17])[CH:5]=[CH:4][N:3]=[CH:2]1.[H-].[Na+].[CH3:21]I. (6) Given the product [CH2:14]([N:18]([CH2:36][CH2:37][CH2:38][CH3:39])[C:19]1[CH:24]=[CH:23][C:22]([CH:25]=[CH:26][C:27]2[S:31][C:30]([CH:32]=[CH:5][C:3]#[N:4])=[CH:29][CH:28]=2)=[C:21]([O:34][CH3:35])[CH:20]=1)[CH2:15][CH2:16][CH3:17], predict the reactants needed to synthesize it. The reactants are: [H-].[Na+].[C:3]([CH2:5]P(=O)(OCC)OCC)#[N:4].[CH2:14]([N:18]([CH2:36][CH2:37][CH2:38][CH3:39])[C:19]1[CH:24]=[CH:23][C:22]([CH:25]=[CH:26][C:27]2[S:31][C:30]([CH:32]=O)=[CH:29][CH:28]=2)=[C:21]([O:34][CH3:35])[CH:20]=1)[CH2:15][CH2:16][CH3:17].O.